Dataset: Experimentally validated miRNA-target interactions with 360,000+ pairs, plus equal number of negative samples. Task: Binary Classification. Given a miRNA mature sequence and a target amino acid sequence, predict their likelihood of interaction. (1) The miRNA is hsa-miR-548c-5p with sequence AAAAGUAAUUGCGGUUUUUGCC. Result: 0 (no interaction). The protein sequence of the target gene is MCAEVGPALCRGMERNSLGCCEAPKKLSLSFSIEAILKRPARRSDMDRPEGPGEEGPGEAAASGSGLEKPPKDQPQEGRKSKRRVRTTFTTEQLHELEKIFHFTHYPDVHIRSQLAARINLPEARVQIWFQNQRAKWRKQEKIGNLGAPQQLSEASVALPTNLDVAGPTWTSTALRRLAPPTSCCPSAQDQLASAWFPAWITLLPAHPWETQPVPGLPIHQTCIPVLCILPPPHPKWGSICATST. (2) The miRNA is hsa-miR-6837-3p with sequence CCUUCACUGUGACUCUGCUGCAG. The protein sequence of the target gene is MPVRRGHVAPQNTFLDTIIRKFEGQSRKFIIANARVENCAVIYCNDGFCELCGYSRAEVMQRPCTCDFLHGPRTQRRAAAQIAQALLGAEERKVEIAFYRKDGSCFLCLVDVVPVKNEDGAVIMFILNFEVVMEKDMVGSPAHDTNHRGPSTSWLASGRAKTFRLKLPALLALTARESSVRTGSMHSAGAPGAVVVDVDLTPAAPSSESLALDEVSAMDNHVAGLGPAEERRALVGPGSASPVASIRGPHPSPRAQSLNPDASGSSCSLARTRSRESCASVRRASSADDIEAMRAGALPP.... Result: 0 (no interaction). (3) The miRNA is mmu-miR-707 with sequence CAGUCAUGCCGCUUGCCUACG. The protein sequence of the target gene is MSPENLSDCNNSVKDFDQHPELTIRQCVHREKPYKQEECDDSACDQHLRVHKGGMPYECKDCGKAFKYRSVLYQHRIIHTAARPYKCKECGKAFKRSRNLAQHQVTHKREKPHKCEECGRAFSALSVLTQHRITHTGEKPFKCKECGRAFKYNSTLTQHEVIHTEAKPYRCQECGKAFKRSHTLSQHQVIHKGEKPHKCDECGRAFSKHSSLTQHQVIHTGEKPYQCRECGKAFRYQSTLTRHHIVHTGAKPYKCPECDKAFNNSSTLSRHQIIHTGEKPYKCQECGRAFYCSSFLIQHM.... Result: 0 (no interaction).